Dataset: Reaction yield outcomes from USPTO patents with 853,638 reactions. Task: Predict the reaction yield, written as a fraction of the theoretical maximum amount of product (1.0 means a 100% yield; for example, 0.34 means a 34% yield). The reactants are [O:1]1CCCO[CH:2]1[C:7]1[CH:8]=[CH:9][C:10]([C:13]2[S:21][C:20]3[C:15](=[N:16][CH:17]=[CH:18][C:19]=3[O:22][C:23]3[CH:28]=[CH:27][C:26]([NH:29][C:30]([NH:32][C:33](=[O:42])[CH2:34][C:35]4[CH:40]=[CH:39][C:38]([F:41])=[CH:37][CH:36]=4)=[S:31])=[CH:25][C:24]=3[F:43])[CH:14]=2)=[N:11][CH:12]=1. The catalyst is CC(O)=O. The product is [F:43][C:24]1[CH:25]=[C:26]([NH:29][C:30]([NH:32][C:33](=[O:42])[CH2:34][C:35]2[CH:36]=[CH:37][C:38]([F:41])=[CH:39][CH:40]=2)=[S:31])[CH:27]=[CH:28][C:23]=1[O:22][C:19]1[CH:18]=[CH:17][N:16]=[C:15]2[CH:14]=[C:13]([C:10]3[CH:9]=[CH:8][C:7]([CH:2]=[O:1])=[CH:12][N:11]=3)[S:21][C:20]=12. The yield is 0.580.